This data is from Catalyst prediction with 721,799 reactions and 888 catalyst types from USPTO. The task is: Predict which catalyst facilitates the given reaction. Reactant: [F:1][C:2]1[CH:11]=[C:10]([S:12][C:13]([F:16])([F:15])[F:14])[CH:9]=[CH:8][C:3]=1[NH:4][CH2:5]OC.[BH4-].[Na+]. Product: [F:1][C:2]1[CH:11]=[C:10]([S:12][C:13]([F:14])([F:16])[F:15])[CH:9]=[CH:8][C:3]=1[NH:4][CH3:5]. The catalyst class is: 8.